From a dataset of Full USPTO retrosynthesis dataset with 1.9M reactions from patents (1976-2016). Predict the reactants needed to synthesize the given product. (1) The reactants are: [F:1][C:2]1[CH:7]=[C:6]([F:8])[CH:5]=[CH:4][C:3]=1[C:9](=[O:11])[CH3:10].[BH4-].[Na+]. Given the product [F:1][C:2]1[CH:7]=[C:6]([F:8])[CH:5]=[CH:4][C:3]=1[CH:9]([OH:11])[CH3:10], predict the reactants needed to synthesize it. (2) The reactants are: [O:1]=[C:2]1[NH:7][C:6]2[CH:8]=[C:9]([CH2:12][O:13]C(=O)C)[CH:10]=[CH:11][C:5]=2[S:4][CH2:3]1.O.[OH-].[Li+]. Given the product [OH:13][CH2:12][C:9]1[CH:10]=[CH:11][C:5]2[S:4][CH2:3][C:2](=[O:1])[NH:7][C:6]=2[CH:8]=1, predict the reactants needed to synthesize it. (3) Given the product [Cl:1][C:2]1[CH:10]=[CH:9][CH:8]=[C:7]2[C:3]=1[C:4]([C:33]([NH:29][CH2:28][CH:21]1[CH2:27][CH2:26][CH2:25][CH2:24][CH2:23][CH2:22]1)=[O:34])=[CH:5][N:6]2[CH:14]([CH2:15][OH:17])[CH2:18][OH:20], predict the reactants needed to synthesize it. The reactants are: [Cl:1][C:2]1[CH:10]=[CH:9][CH:8]=[C:7]2[C:3]=1[CH:4]=[CH:5][NH:6]2.ClCC[CH:14]([C:18]([O-:20])=O)[C:15]([O-:17])=O.[CH:21]1([CH2:28][NH2:29])[CH2:27][CH2:26][CH2:25][CH2:24][CH2:23][CH2:22]1.[BH4-].[Na+].Cl.[CH3:33][OH:34]. (4) Given the product [C:1]([C:3]1[C:4]([NH:19][C:20]2[CH:21]=[C:22]([CH:28]=[CH:29][C:30]=2[CH3:31])[C:23]([NH:25][O:26][CH3:27])=[O:24])=[N:5][C:6]([NH:33][CH3:32])=[N:7][C:8]=1[N:9]([CH2:11][C:12]([CH3:15])([CH3:14])[CH3:13])[CH3:10])#[N:2], predict the reactants needed to synthesize it. The reactants are: [C:1]([C:3]1[C:4]([NH:19][C:20]2[CH:21]=[C:22]([CH:28]=[CH:29][C:30]=2[CH3:31])[C:23]([NH:25][O:26][CH3:27])=[O:24])=[N:5][C:6](S(C)=O)=[N:7][C:8]=1[N:9]([CH2:11][C:12]([CH3:15])([CH3:14])[CH3:13])[CH3:10])#[N:2].[CH3:32][NH2:33]. (5) Given the product [Cl:12][Si:2]([Cl:11])([CH2:3][CH:4]([CH2:9][CH3:10])[CH2:5][CH2:6][CH2:7][CH3:8])[CH2:16][CH:15]([CH2:13][CH3:14])[CH2:19][CH2:20][CH2:21][CH3:22], predict the reactants needed to synthesize it. The reactants are: Cl[Si:2]([Cl:12])([Cl:11])[CH2:3][CH:4]([CH2:9][CH3:10])[CH2:5][CH2:6][CH2:7][CH3:8].[CH2:13]([CH:15]([CH2:19][CH2:20][CH2:21][CH3:22])[CH2:16][Mg]Br)[CH3:14].